The task is: Predict the product of the given reaction.. This data is from Forward reaction prediction with 1.9M reactions from USPTO patents (1976-2016). Given the reactants [CH2:1]([O:3][C:4]([C:6]1[CH:15]=[CH:14][C:13]2[C:8](=[CH:9][CH:10]=[C:11]([OH:16])[CH:12]=2)[N:7]=1)=[O:5])[CH3:2].C1(P(C2C=CC=CC=2)C2C=CC=CC=2)C=CC=CC=1.[CH3:36][N:37]1[CH2:41][CH2:40][CH2:39][CH:38]1[CH2:42][CH2:43]O, predict the reaction product. The product is: [CH2:1]([O:3][C:4]([C:6]1[CH:15]=[CH:14][C:13]2[C:8](=[CH:9][CH:10]=[C:11]([O:16][CH2:43][CH2:42][CH:38]3[CH2:39][CH2:40][CH2:41][N:37]3[CH3:36])[CH:12]=2)[N:7]=1)=[O:5])[CH3:2].